The task is: Regression. Given two drug SMILES strings and cell line genomic features, predict the synergy score measuring deviation from expected non-interaction effect.. This data is from NCI-60 drug combinations with 297,098 pairs across 59 cell lines. (1) Drug 1: CC1=C(C(CCC1)(C)C)C=CC(=CC=CC(=CC(=O)O)C)C. Drug 2: CC1=C2C(C(=O)C3(C(CC4C(C3C(C(C2(C)C)(CC1OC(=O)C(C(C5=CC=CC=C5)NC(=O)OC(C)(C)C)O)O)OC(=O)C6=CC=CC=C6)(CO4)OC(=O)C)O)C)O. Cell line: NCI-H322M. Synergy scores: CSS=4.04, Synergy_ZIP=12.0, Synergy_Bliss=6.97, Synergy_Loewe=1.98, Synergy_HSA=-2.64. (2) Drug 1: CN1CCC(CC1)COC2=C(C=C3C(=C2)N=CN=C3NC4=C(C=C(C=C4)Br)F)OC. Drug 2: C#CCC(CC1=CN=C2C(=N1)C(=NC(=N2)N)N)C3=CC=C(C=C3)C(=O)NC(CCC(=O)O)C(=O)O. Cell line: BT-549. Synergy scores: CSS=2.30, Synergy_ZIP=1.10, Synergy_Bliss=1.80, Synergy_Loewe=1.52, Synergy_HSA=-0.350. (3) Drug 1: CC1=C(C(CCC1)(C)C)C=CC(=CC=CC(=CC(=O)O)C)C. Drug 2: CC1=C(N=C(N=C1N)C(CC(=O)N)NCC(C(=O)N)N)C(=O)NC(C(C2=CN=CN2)OC3C(C(C(C(O3)CO)O)O)OC4C(C(C(C(O4)CO)O)OC(=O)N)O)C(=O)NC(C)C(C(C)C(=O)NC(C(C)O)C(=O)NCCC5=NC(=CS5)C6=NC(=CS6)C(=O)NCCC[S+](C)C)O. Cell line: NCI-H226. Synergy scores: CSS=20.3, Synergy_ZIP=-4.77, Synergy_Bliss=1.81, Synergy_Loewe=-10.9, Synergy_HSA=1.98. (4) Drug 1: CC(C1=C(C=CC(=C1Cl)F)Cl)OC2=C(N=CC(=C2)C3=CN(N=C3)C4CCNCC4)N. Drug 2: C1=CC(=CC=C1CC(C(=O)O)N)N(CCCl)CCCl.Cl. Cell line: PC-3. Synergy scores: CSS=8.45, Synergy_ZIP=-5.11, Synergy_Bliss=0.438, Synergy_Loewe=-1.00, Synergy_HSA=0.122. (5) Drug 1: CN1C(=O)N2C=NC(=C2N=N1)C(=O)N. Drug 2: C1CCC(C(C1)N)N.C(=O)(C(=O)[O-])[O-].[Pt+4]. Cell line: DU-145. Synergy scores: CSS=27.6, Synergy_ZIP=-8.54, Synergy_Bliss=-2.49, Synergy_Loewe=-7.26, Synergy_HSA=0.00647. (6) Drug 1: CC1=C(C=C(C=C1)NC(=O)C2=CC=C(C=C2)CN3CCN(CC3)C)NC4=NC=CC(=N4)C5=CN=CC=C5. Drug 2: C1CN1C2=NC(=NC(=N2)N3CC3)N4CC4. Cell line: NCI-H322M. Synergy scores: CSS=0.0380, Synergy_ZIP=-0.970, Synergy_Bliss=-1.56, Synergy_Loewe=-1.38, Synergy_HSA=-1.84. (7) Drug 1: COC1=CC(=CC(=C1O)OC)C2C3C(COC3=O)C(C4=CC5=C(C=C24)OCO5)OC6C(C(C7C(O6)COC(O7)C8=CC=CS8)O)O. Drug 2: CC1=C2C(C(=O)C3(C(CC4C(C3C(C(C2(C)C)(CC1OC(=O)C(C(C5=CC=CC=C5)NC(=O)OC(C)(C)C)O)O)OC(=O)C6=CC=CC=C6)(CO4)OC(=O)C)O)C)O. Cell line: HCC-2998. Synergy scores: CSS=31.7, Synergy_ZIP=-2.89, Synergy_Bliss=-4.39, Synergy_Loewe=-6.64, Synergy_HSA=-1.41.